Dataset: Full USPTO retrosynthesis dataset with 1.9M reactions from patents (1976-2016). Task: Predict the reactants needed to synthesize the given product. Given the product [BrH:9].[NH:8]=[C:4]1[N:3]([CH2:10][CH2:11][CH2:12][OH:13])[C:2]([CH3:1])=[C:6]([CH3:7])[S:5]1, predict the reactants needed to synthesize it. The reactants are: [CH3:1][C:2]1[N:3]=[C:4]([NH2:8])[S:5][C:6]=1[CH3:7].[Br:9][CH2:10][CH2:11][CH2:12][OH:13].